This data is from Reaction yield outcomes from USPTO patents with 853,638 reactions. The task is: Predict the reaction yield, written as a fraction of the theoretical maximum amount of product (1.0 means a 100% yield; for example, 0.34 means a 34% yield). The yield is 0.660. The product is [CH3:50][C:14]1([CH3:13])[CH2:18][C:17]2[CH:19]=[C:20]([N:23]3[C:28](=[O:29])[C:27]([CH2:30][C:31]4[CH:36]=[CH:35][C:34]([C:37]5[CH:42]=[CH:41][CH:40]=[CH:39][C:38]=5[C:43]5[NH:3][C:4](=[O:7])[O:5][N:44]=5)=[CH:33][CH:32]=4)=[C:26]([CH2:45][CH2:46][CH3:47])[N:25]=[C:24]3[O:48][CH3:49])[CH:21]=[CH:22][C:16]=2[O:15]1. The reactants are [Cl-].O[NH3+:3].[C:4](=[O:7])([O-])[OH:5].[Na+].CS(C)=O.[CH3:13][C:14]1([CH3:50])[CH2:18][C:17]2[CH:19]=[C:20]([N:23]3[C:28](=[O:29])[C:27]([CH2:30][C:31]4[CH:36]=[CH:35][C:34]([C:37]5[C:38]([C:43]#[N:44])=[CH:39][CH:40]=[CH:41][CH:42]=5)=[CH:33][CH:32]=4)=[C:26]([CH2:45][CH2:46][CH3:47])[N:25]=[C:24]3[O:48][CH3:49])[CH:21]=[CH:22][C:16]=2[O:15]1. The catalyst is O.